From a dataset of Experimentally validated miRNA-target interactions with 360,000+ pairs, plus equal number of negative samples. Binary Classification. Given a miRNA mature sequence and a target amino acid sequence, predict their likelihood of interaction. (1) The miRNA is hsa-miR-8062 with sequence CAGUGAUUUGAGGAUUAUUGC. The protein sequence of the target gene is MDLQLKQWRSQQQQQHQTESEEQPSAAKIPKHVFDQIHSHTATSTALPLFTPEPTSSKLSSLSPDSSSRFPKMGSFFSWAQWQELELQALIYRYMLAGAAVPQELLLPIKKSLLHLSPSYFLHHPLQHLPHYQPAWYLGRAAMDPEPGRCRRTDGKKWRCSRDVFAGHKYCERHMHRGRNRSRKPVETPTTVNATATSMASSVAAAATTTTATTTSTFAFGGGGGSEEVVGQGGSFFFSGSSNSSSELLHLSQSCSEMKQESNNMNNKRPYESHIGFSNNRSDGGHILRPFFDDWPRSSL.... Result: 0 (no interaction). (2) The protein sequence of the target gene is MGANASNYPHSCSPRVGGNSQAQQTFIGTSSYSQQGYGCESKLYSLDHGHEKPQDKKKRTSGLATLKKKFIKRRKSNRSADHAKQMRELLSGWDVRDVNALVEEYEGTSALKELSLQASLARPEARTLQKDMADLYEYKYCTDVDLIFQETCFPVHRAILAARCPFFKTLLSSSPEYGAEIIMDINTAGIDMPMFSALLHYLYTGEFGMEDSRFQNVDILVQLSEEFGTPNSLDVDMRGLFDYMCYYDVVLSFSSDSELVEAFGGNQNCLDEELKAHKAVISARSPFFRNLLQRRIRTGE.... The miRNA is hsa-miR-6825-5p with sequence UGGGGAGGUGUGGAGUCAGCAU. Result: 0 (no interaction). (3) The miRNA is mmu-miR-129-2-3p with sequence AAGCCCUUACCCCAAAAAGCAU. The protein sequence of the target gene is MVKLAKAGKTHGEAKKMAPPPKEVEEDSEDEEMSEDEDDSSGEEEVVIPQKKGKKATTTPAKKVVVSQTKKAAVPTPAKKAAVTPGKKAVATPAKKNITPAKVIPTPGKKGAAQAKALVPTPGKKGAATPAKGAKNGKNAKKEDSDEDEDEEDEDDSDEDEDDEEEDEFEPPIVKGVKPAKAAPAAPASEDEEDDEDEDDEEDDDEEEEDDSEEEVMEITTAKGKKTPAKVVPMKAKSVAEEEDDEEEDEDDEDEDDEEEDDEDDDEEEEEEEPVKAAPGKRKKEMTKQKEAPEAKKQKV.... Result: 1 (interaction). (4) The miRNA is hsa-miR-4742-3p with sequence UCUGUAUUCUCCUUUGCCUGCAG. The protein sequence of the target gene is MATFRNNHMKTKASVRKSFSEDVFQSVKSLLQSQKELCSVTAEDCLQQDEHANLTEVTFLGFNEETDAAHIQDLAAVSLELPDILNSLHFCSLNENEIICMKNINKPLDISSDPLNQSHPSGMLCVMRVSPTSPRLRIDFIFSLLSKYATGIRYTLDTFLHQKHQLETTDEDDDDTNQSVSSIEDDFVTAFEHLEEEETSKPYNDGMNITVLRSQCDAASQTVTGHHLETHDLKILISSGQQKSLAKPSTSSVNVLGHKELPSVKTSVTTSISEPWTQRSFYRSSNASDKDSDLQKTFFS.... Result: 1 (interaction).